This data is from NCI-60 drug combinations with 297,098 pairs across 59 cell lines. The task is: Regression. Given two drug SMILES strings and cell line genomic features, predict the synergy score measuring deviation from expected non-interaction effect. (1) Drug 1: C1=CC(=CC=C1C#N)C(C2=CC=C(C=C2)C#N)N3C=NC=N3. Drug 2: CCCCCOC(=O)NC1=NC(=O)N(C=C1F)C2C(C(C(O2)C)O)O. Cell line: SF-268. Synergy scores: CSS=-0.512, Synergy_ZIP=1.17, Synergy_Bliss=-0.295, Synergy_Loewe=-3.51, Synergy_HSA=-3.61. (2) Drug 1: CC1=C2C(C(=O)C3(C(CC4C(C3C(C(C2(C)C)(CC1OC(=O)C(C(C5=CC=CC=C5)NC(=O)OC(C)(C)C)O)O)OC(=O)C6=CC=CC=C6)(CO4)OC(=O)C)OC)C)OC. Drug 2: CS(=O)(=O)CCNCC1=CC=C(O1)C2=CC3=C(C=C2)N=CN=C3NC4=CC(=C(C=C4)OCC5=CC(=CC=C5)F)Cl. Cell line: SK-OV-3. Synergy scores: CSS=47.0, Synergy_ZIP=4.24, Synergy_Bliss=5.02, Synergy_Loewe=-5.07, Synergy_HSA=7.63. (3) Drug 1: COC1=C(C=C2C(=C1)N=CN=C2NC3=CC(=C(C=C3)F)Cl)OCCCN4CCOCC4. Drug 2: CC1CCC2CC(C(=CC=CC=CC(CC(C(=O)C(C(C(=CC(C(=O)CC(OC(=O)C3CCCCN3C(=O)C(=O)C1(O2)O)C(C)CC4CCC(C(C4)OC)O)C)C)O)OC)C)C)C)OC. Cell line: M14. Synergy scores: CSS=28.1, Synergy_ZIP=6.33, Synergy_Bliss=6.60, Synergy_Loewe=10.4, Synergy_HSA=10.8. (4) Drug 1: C1=CC=C(C(=C1)C(C2=CC=C(C=C2)Cl)C(Cl)Cl)Cl. Drug 2: CC1C(C(CC(O1)OC2CC(CC3=C2C(=C4C(=C3O)C(=O)C5=C(C4=O)C(=CC=C5)OC)O)(C(=O)CO)O)N)O.Cl. Cell line: RPMI-8226. Synergy scores: CSS=42.7, Synergy_ZIP=-6.61, Synergy_Bliss=-5.47, Synergy_Loewe=-14.1, Synergy_HSA=-2.46. (5) Drug 1: CC1=C(C=C(C=C1)C(=O)NC2=CC(=CC(=C2)C(F)(F)F)N3C=C(N=C3)C)NC4=NC=CC(=N4)C5=CN=CC=C5. Drug 2: CC1=C2C(C(=O)C3(C(CC4C(C3C(C(C2(C)C)(CC1OC(=O)C(C(C5=CC=CC=C5)NC(=O)OC(C)(C)C)O)O)OC(=O)C6=CC=CC=C6)(CO4)OC(=O)C)O)C)O. Cell line: UO-31. Synergy scores: CSS=-4.13, Synergy_ZIP=3.45, Synergy_Bliss=1.56, Synergy_Loewe=-5.28, Synergy_HSA=-6.55. (6) Drug 1: CN(CC1=CN=C2C(=N1)C(=NC(=N2)N)N)C3=CC=C(C=C3)C(=O)NC(CCC(=O)O)C(=O)O. Drug 2: CN1C(=O)N2C=NC(=C2N=N1)C(=O)N. Cell line: A498. Synergy scores: CSS=12.6, Synergy_ZIP=-8.44, Synergy_Bliss=-2.11, Synergy_Loewe=-35.7, Synergy_HSA=-3.17. (7) Drug 1: CN(C)N=NC1=C(NC=N1)C(=O)N. Drug 2: CCC1=C2CN3C(=CC4=C(C3=O)COC(=O)C4(CC)O)C2=NC5=C1C=C(C=C5)O. Cell line: SN12C. Synergy scores: CSS=42.5, Synergy_ZIP=-1.44, Synergy_Bliss=-3.50, Synergy_Loewe=-42.0, Synergy_HSA=-3.13.